From a dataset of Full USPTO retrosynthesis dataset with 1.9M reactions from patents (1976-2016). Predict the reactants needed to synthesize the given product. (1) Given the product [Cl:24][C:19]1[CH:20]=[CH:21][CH:22]=[CH:23][C:18]=1[N:13]1[C:12]([C:18]2[CH:23]=[CH:22][CH:21]=[CH:20][CH:19]=2)=[C:11]2[C:15]([CH2:16][CH2:17][NH:8][CH2:9][CH2:10]2)=[N:14]1, predict the reactants needed to synthesize it. The reactants are: C(OC([N:8]1[CH2:17][CH2:16][C:15]2[C:11](=[C:12](OS(C(F)(F)F)(=O)=O)[N:13]([C:18]3[CH:23]=[CH:22][CH:21]=[CH:20][C:19]=3[Cl:24])[N:14]=2)[CH2:10][CH2:9]1)=O)(C)(C)C. (2) Given the product [N:1]1[CH:6]=[CH:5][CH:4]=[C:3]([N:7]2[C:11](=[O:12])[C:10](=[CH:20][C:19]3[CH:22]=[CH:23][C:24]([OH:25])=[C:17]([O:16][CH2:14][CH3:15])[CH:18]=3)[S:9][C:8]2=[S:13])[CH:2]=1, predict the reactants needed to synthesize it. The reactants are: [N:1]1[CH:6]=[CH:5][CH:4]=[C:3]([N:7]2[C:11](=[O:12])[CH2:10][S:9][C:8]2=[S:13])[CH:2]=1.[CH2:14]([O:16][C:17]1[CH:18]=[C:19]([CH:22]=[CH:23][C:24]=1[OH:25])[CH:20]=O)[CH3:15].C([O-])(=O)C.[NH4+].O. (3) The reactants are: [N:1]1([C:6]2[CH:11]=[CH:10][C:9]([C:12]3[CH:16]=[CH:15][N:14]([CH2:17][CH2:18][C:19]([OH:21])=[O:20])[C:13]=3[C:22]3[CH:27]=[CH:26][C:25]([C:28]#[N:29])=[CH:24][C:23]=3[CH3:30])=[CH:8][CH:7]=2)[CH:5]=[CH:4][N:3]=[CH:2]1.[OH-:31].[Na+].OO.Cl. Given the product [N:1]1([C:6]2[CH:11]=[CH:10][C:9]([C:12]3[CH:16]=[CH:15][N:14]([CH2:17][CH2:18][C:19]([OH:21])=[O:20])[C:13]=3[C:22]3[CH:27]=[CH:26][C:25]([C:28](=[O:31])[NH2:29])=[CH:24][C:23]=3[CH3:30])=[CH:8][CH:7]=2)[CH:5]=[CH:4][N:3]=[CH:2]1, predict the reactants needed to synthesize it.